Task: Predict the reaction yield, written as a fraction of the theoretical maximum amount of product (1.0 means a 100% yield; for example, 0.34 means a 34% yield).. Dataset: Reaction yield outcomes from USPTO patents with 853,638 reactions (1) The reactants are C([O:9][C@@H:10]1[C@@H:36]([O:37]C(=O)C2C=CC=CC=2)[C@H:35]([O:46]C(=O)C2C=CC=CC=2)[C@@H:34]([C@@H:55]([CH3:65])[O:56]C(=O)C2C=CC=CC=2)[O:33][C@H:11]1[O:12][C:13]1[CH:18]=[C:17]([CH2:19][O:20]C(=O)C)[CH:16]=[CH:15][C:14]=1[CH2:24][C:25]1[CH:30]=[CH:29][C:28]([O:31][CH3:32])=[CH:27][CH:26]=1)(=O)C1C=CC=CC=1.C[O-].[Na+].O1CCCC1.C(O)(=O)C. The catalyst is CO. The product is [O:12]([C:13]1[CH:18]=[C:17]([CH2:19][OH:20])[CH:16]=[CH:15][C:14]=1[CH2:24][C:25]1[CH:26]=[CH:27][C:28]([O:31][CH3:32])=[CH:29][CH:30]=1)[C@@H:11]1[O:33][C@H:34]([C@@H:55]([CH3:65])[OH:56])[C@@H:35]([OH:46])[C@H:36]([OH:37])[C@H:10]1[OH:9]. The yield is 0.814. (2) The reactants are [C:1]1([S:7]([Cl:10])(=[O:9])=[O:8])[CH:6]=[CH:5][CH:4]=[CH:3][CH:2]=1.[N:11]1([CH2:16][CH2:17][NH:18][C:19]2[C:27]3[O:26][CH:25]=[CH:24][C:23]=3[CH:22]=[C:21]([NH2:28])[CH:20]=2)[CH2:15][CH2:14][CH2:13][CH2:12]1.C(N(CC)CC)C. The catalyst is ClCCl. The product is [ClH:10].[N:11]1([CH2:16][CH2:17][NH:18][C:19]2[C:27]3[O:26][CH:25]=[CH:24][C:23]=3[CH:22]=[C:21]([NH:28][S:7]([C:1]3[CH:6]=[CH:5][CH:4]=[CH:3][CH:2]=3)(=[O:9])=[O:8])[CH:20]=2)[CH2:15][CH2:14][CH2:13][CH2:12]1. The yield is 0.0500. (3) The reactants are Br[C:2]1[CH:7]=[CH:6][CH:5]=[CH:4][N:3]=1.Br[C:9]([F:16])([F:15])[C:10]([O:12][CH2:13][CH3:14])=[O:11].P([O-])(O)(O)=O.[K+].CN(C)C=O.C(OC(C)C)(=O)C. The catalyst is CN(C=O)C.C(OC(C)C)(=O)C.O.[Cu]. The product is [F:15][C:9]([F:16])([C:2]1[CH:7]=[CH:6][CH:5]=[CH:4][N:3]=1)[C:10]([O:12][CH2:13][CH3:14])=[O:11]. The yield is 0.810. (4) The product is [CH:57]1([NH:60][C:6](=[O:7])[C:5]2[CH:9]=[CH:10][C:2]([CH3:1])=[C:3]([NH:11][C:12]3[CH:13]=[C:14]4[C:18](=[CH:19][CH:20]=3)[C:17](=[O:21])[N:16]([C:22]3[CH:23]=[CH:24][CH:25]=[CH:26][CH:27]=3)[CH2:15]4)[CH:4]=2)[CH2:59][CH2:58]1. The catalyst is CN(C=O)C. The yield is 0.860. The reactants are [CH3:1][C:2]1[CH:10]=[CH:9][C:5]([C:6](O)=[O:7])=[CH:4][C:3]=1[NH:11][C:12]1[CH:13]=[C:14]2[C:18](=[CH:19][CH:20]=1)[C:17](=[O:21])[N:16]([C:22]1[CH:27]=[CH:26][CH:25]=[CH:24][CH:23]=1)[CH2:15]2.CCN=C=NCCCN(C)C.Cl.C1C=CC2N(O)N=NC=2C=1.CN1CCOCC1.[CH:57]1([NH2:60])[CH2:59][CH2:58]1. (5) The reactants are [NH2:1][C:2]1[CH:7]=[C:6](Cl)[N:5]=[C:4]([C:9]2[CH:10]=[C:11]([CH:20]=[CH:21][CH:22]=2)[O:12][CH2:13][C:14]([NH:16][CH:17]([CH3:19])[CH3:18])=[O:15])[N:3]=1.[CH3:23][N:24]1[CH2:29][CH2:28][NH:27][CH2:26][CH2:25]1. The catalyst is CCCCO. The product is [NH2:1][C:2]1[CH:7]=[C:6]([N:27]2[CH2:28][CH2:29][N:24]([CH3:23])[CH2:25][CH2:26]2)[N:5]=[C:4]([C:9]2[CH:10]=[C:11]([CH:20]=[CH:21][CH:22]=2)[O:12][CH2:13][C:14]([NH:16][CH:17]([CH3:19])[CH3:18])=[O:15])[N:3]=1. The yield is 0.390. (6) The reactants are Cl.[CH3:2][C:3]1[NH:7][C:6]2[CH:8]=[CH:9][C:10]([C:12]3[CH:13]=[CH:14][C:15]4[O:21][CH2:20][CH2:19][NH:18][CH2:17][C:16]=4[CH:22]=3)=[CH:11][C:5]=2[N:4]=1.Cl[C:24]1[C:29]([CH:30]([CH3:32])[CH3:31])=[C:28]([CH3:33])[N:27]=[C:26]([S:34][CH3:35])[N:25]=1.C(N(C(C)C)CC)(C)C.[Cl-].[Li+]. The catalyst is CC(N(C)C)=O. The product is [CH3:2][C:3]1[NH:7][C:6]2[CH:8]=[CH:9][C:10]([C:12]3[CH:13]=[CH:14][C:15]4[O:21][CH2:20][CH2:19][N:18]([C:24]5[C:29]([CH:30]([CH3:32])[CH3:31])=[C:28]([CH3:33])[N:27]=[C:26]([S:34][CH3:35])[N:25]=5)[CH2:17][C:16]=4[CH:22]=3)=[CH:11][C:5]=2[N:4]=1. The yield is 0.560. (7) The reactants are CC(P(C(C)(C)C)C1C(C2C=CC=CC=2)=CC=CC=1)(C)C.[C:22]([P:28](=[O:33])([OH:32])[O:29][CH2:30][CH3:31])#[C:23][CH2:24][CH2:25][CH2:26][CH3:27].[CH2:34]([C:39]1[CH:44]=[CH:43][CH:42]=[CH:41][CH:40]=1)[CH2:35][CH2:36][C:37]#[CH:38]. The catalyst is [Au].ClC(Cl)C. The product is [CH2:30]([O:29][P:28]1(=[O:32])[CH:22]=[C:23]([CH2:24][CH2:25][CH2:26][CH3:27])[CH:38]=[C:37]([CH2:36][CH2:35][CH2:34][C:39]2[CH:40]=[CH:41][CH:42]=[CH:43][CH:44]=2)[O:33]1)[CH3:31]. The yield is 0.670. (8) The reactants are [NH2:1][C:2]1[S:6][N:5]=[C:4]([CH3:7])[C:3]=1[C:8]#[N:9].[C:10](Cl)(=[O:15])[CH2:11][CH:12]([CH3:14])[CH3:13]. The catalyst is N1C=CC=CC=1.C(Cl)(Cl)Cl. The yield is 0.880. The product is [C:8]([C:3]1[C:4]([CH3:7])=[N:5][S:6][C:2]=1[NH:1][C:10](=[O:15])[CH2:11][CH:12]([CH3:14])[CH3:13])#[N:9]. (9) The reactants are [F:1][C:2]1[C:14]([NH:15][CH2:16][C:17]2[CH:22]=[C:21]([C:23]3[CH:28]=[CH:27][CH:26]=[C:25]([F:29])[CH:24]=3)[CH:20]=[CH:19][C:18]=2[CH3:30])=[C:13]([F:31])[CH:12]=[CH:11][C:3]=1[O:4][CH2:5][C:6]([O:8]CC)=[O:7].[OH-].[Na+]. The catalyst is C1COCC1. The product is [F:1][C:2]1[C:14]([NH:15][CH2:16][C:17]2[CH:22]=[C:21]([C:23]3[CH:28]=[CH:27][CH:26]=[C:25]([F:29])[CH:24]=3)[CH:20]=[CH:19][C:18]=2[CH3:30])=[C:13]([F:31])[CH:12]=[CH:11][C:3]=1[O:4][CH2:5][C:6]([OH:8])=[O:7]. The yield is 0.910. (10) The reactants are [CH:1]([O:14][C:15]1[C:24]2[N:23]=[CH:22][CH:21]=[N:20][C:19]=2[C:18]([O:25]C)=[C:17]2[CH:27]([OH:39])[N:28]([CH2:31][C:32]3[CH:37]=[CH:36][C:35]([F:38])=[CH:34][CH:33]=3)[C:29](=O)[C:16]=12)(C1C=CC=CC=1)C1C=CC=CC=1.C([SiH](CC)CC)C.FC(F)(F)C(O)=O. The catalyst is C(Cl)Cl. The product is [F:38][C:35]1[CH:36]=[CH:37][C:32]([CH2:31][N:28]2[C:27](=[O:39])[C:17]3[C:16](=[C:15]([O:14][CH3:1])[C:24]4[N:23]=[CH:22][CH:21]=[N:20][C:19]=4[C:18]=3[OH:25])[CH2:29]2)=[CH:33][CH:34]=1. The yield is 0.380.